This data is from Catalyst prediction with 721,799 reactions and 888 catalyst types from USPTO. The task is: Predict which catalyst facilitates the given reaction. (1) Reactant: C(OC([N:8]1[C:16]2[C:11](=[CH:12][CH:13]=[CH:14][CH:15]=2)[C:10]([CH3:17])=[C:9]1[C:18]1[CH:23]=[C:22]([C:24]2[CH:29]=[CH:28][N:27]=[CH:26][CH:25]=2)[N:21]=[N:20][C:19]=1[O:30]C)=O)(C)(C)C.Cl. Product: [CH3:17][C:10]1[C:11]2[C:16](=[CH:15][CH:14]=[CH:13][CH:12]=2)[NH:8][C:9]=1[C:18]1[C:19](=[O:30])[NH:20][N:21]=[C:22]([C:24]2[CH:25]=[CH:26][N:27]=[CH:28][CH:29]=2)[CH:23]=1. The catalyst class is: 494. (2) Reactant: Cl[C:2]1[C:11]2=[N:12][N:13](CC3C=CC(OC)=CC=3)[CH:14]=[C:10]2[C:9]2[CH:8]=[C:7]([O:24][CH3:25])[CH:6]=[CH:5][C:4]=2[N:3]=1.[S:26]1[CH2:31][CH2:30][N:29]([C:32]2[CH:38]=[CH:37][C:35]([NH2:36])=[CH:34][CH:33]=2)[CH2:28][CH2:27]1.Cl. Product: [CH3:25][O:24][C:7]1[CH:6]=[CH:5][C:4]2[N:3]=[C:2]([NH:36][C:35]3[CH:34]=[CH:33][C:32]([N:29]4[CH2:30][CH2:31][S:26][CH2:27][CH2:28]4)=[CH:38][CH:37]=3)[C:11]3[NH:12][N:13]=[CH:14][C:10]=3[C:9]=2[CH:8]=1. The catalyst class is: 71.